This data is from Forward reaction prediction with 1.9M reactions from USPTO patents (1976-2016). The task is: Predict the product of the given reaction. Given the reactants [CH3:1][O:2][C:3]([C:5]1([CH3:12])[CH2:10][CH2:9][C:8](=[O:11])[CH2:7][CH2:6]1)=[O:4].C[Si]([N-][Si](C)(C)C)(C)C.[Li+].C1C=CC(N([S:30]([C:33]([F:36])([F:35])[F:34])(=[O:32])=[O:31])[S:30]([C:33]([F:36])([F:35])[F:34])(=[O:32])=[O:31])=CC=1, predict the reaction product. The product is: [CH3:12][C:5]1([C:3]([O:2][CH3:1])=[O:4])[CH2:10][CH2:9][C:8]([O:11][S:30]([C:33]([F:36])([F:35])[F:34])(=[O:32])=[O:31])=[CH:7][CH2:6]1.